This data is from Full USPTO retrosynthesis dataset with 1.9M reactions from patents (1976-2016). The task is: Predict the reactants needed to synthesize the given product. (1) Given the product [CH:10]1([S:9][C:4]2[C:3]([CH2:2][O:28][C:25]3[CH:26]=[CH:27][C:22]([CH:20]4[CH2:21][CH:19]4[C:17]([OH:18])=[O:16])=[C:23]([CH3:30])[C:24]=3[CH3:29])=[CH:8][CH:7]=[CH:6][N:5]=2)[CH2:13][CH2:12][CH2:11]1, predict the reactants needed to synthesize it. The reactants are: Cl[CH2:2][C:3]1[C:4]([S:9][CH:10]2[CH2:13][CH2:12][CH2:11]2)=[N:5][CH:6]=[CH:7][CH:8]=1.C([O:16][C:17]([CH:19]1[CH2:21][CH:20]1[C:22]1[CH:27]=[CH:26][C:25]([OH:28])=[C:24]([CH3:29])[C:23]=1[CH3:30])=[O:18])C. (2) Given the product [CH3:20][O:19][C:4]1[CH:3]=[C:2]([C:22]#[N:23])[C:10]2[O:9][C:8]([C:11]3[CH:16]=[CH:15][C:14]([O:17][CH3:18])=[CH:13][CH:12]=3)=[N:7][C:6]=2[CH:5]=1, predict the reactants needed to synthesize it. The reactants are: Br[C:2]1[C:10]2[O:9][C:8]([C:11]3[CH:16]=[CH:15][C:14]([O:17][CH3:18])=[CH:13][CH:12]=3)=[N:7][C:6]=2[CH:5]=[C:4]([O:19][CH3:20])[CH:3]=1.[Cu][C:22]#[N:23].C(N(CC(O)=O)CC(O)=O)CN(CC(O)=O)CC(O)=O. (3) Given the product [NH2:3][C:4]1[N:9]=[CH:8][N:7]=[C:6]2[N:10]([CH:16]([C:18]3[C:19]([O:31][CH3:32])=[C:20]([CH:27]4[CH2:30][N:29]([CH2:52][C@@H:51]([OH:50])[CH3:54])[CH2:28]4)[C:21]([CH3:26])=[C:22]([CH:25]=3)[C:23]#[N:24])[CH3:17])[N:11]=[C:12]([CH:13]([F:14])[F:15])[C:5]=12, predict the reactants needed to synthesize it. The reactants are: Cl.Cl.[NH2:3][C:4]1[N:9]=[CH:8][N:7]=[C:6]2[N:10]([CH:16]([C:18]3[C:19]([O:31][CH3:32])=[C:20]([CH:27]4[CH2:30][NH:29][CH2:28]4)[C:21]([CH3:26])=[C:22]([CH:25]=3)[C:23]#[N:24])[CH3:17])[N:11]=[C:12]([CH:13]([F:15])[F:14])[C:5]=12.[Si]([O:50][C@@H:51]([CH3:54])[CH:52]=O)(C(C)(C)C)(C1C=CC=CC=1)C1C=CC=CC=1.C(N(CC)CC)C.C(O[BH-](OC(=O)C)OC(=O)C)(=O)C.[Na+].[F-].C([N+](CCCC)(CCCC)CCCC)CCC. (4) Given the product [Cl:1][C:2]1[CH:3]=[C:4]([NH:9][C:10]([C@@H:12]2[C@H:17]([C:18]3[CH:23]=[CH:22][CH:21]=[C:20]([C:24]([F:25])([F:26])[F:27])[N:19]=3)[C@H:16]3[O:28][C@@H:13]2[CH2:14][CH2:15]3)=[O:11])[CH:5]=[CH:6][C:7]=1[Cl:8], predict the reactants needed to synthesize it. The reactants are: [Cl:1][C:2]1[CH:3]=[C:4]([NH:9][C:10]([C:12]2[CH:13]3[O:28][CH:16]([C:17]=2[C:18]2[CH:23]=[CH:22][CH:21]=[C:20]([C:24]([F:27])([F:26])[F:25])[N:19]=2)[CH2:15][CH2:14]3)=[O:11])[CH:5]=[CH:6][C:7]=1[Cl:8].